From a dataset of Forward reaction prediction with 1.9M reactions from USPTO patents (1976-2016). Predict the product of the given reaction. (1) Given the reactants [C:1]([O:5][C:6](=[O:32])[N:7]([CH:9]1[CH2:14][CH2:13][CH:12]([NH:15][CH2:16][C:17]2[CH:22]=[C:21]([C:23]3[CH:28]=[CH:27][N:26]=[C:25]([CH3:29])[CH:24]=3)[CH:20]=[CH:19][C:18]=2[O:30][CH3:31])[CH2:11][CH2:10]1)[CH3:8])([CH3:4])([CH3:3])[CH3:2].[Cl:33][C:34]1[C:35]2[C:45]([F:46])=[CH:44][CH:43]=[C:42]([F:47])[C:36]=2[S:37][C:38]=1[C:39](Cl)=[O:40], predict the reaction product. The product is: [C:1]([O:5][C:6](=[O:32])[N:7]([CH:9]1[CH2:10][CH2:11][CH:12]([N:15]([C:39]([C:38]2[S:37][C:36]3[C:42]([F:47])=[CH:43][CH:44]=[C:45]([F:46])[C:35]=3[C:34]=2[Cl:33])=[O:40])[CH2:16][C:17]2[CH:22]=[C:21]([C:23]3[CH:28]=[CH:27][N:26]=[C:25]([CH3:29])[CH:24]=3)[CH:20]=[CH:19][C:18]=2[O:30][CH3:31])[CH2:13][CH2:14]1)[CH3:8])([CH3:4])([CH3:3])[CH3:2]. (2) Given the reactants [O:1]1[C:10]2[CH:9]=[C:8]([CH2:11][N:12]([CH:20]3[CH2:25][CH2:24][N:23]([CH2:26][CH2:27][N:28]4[C:37]5[C:32](=[CH:33][CH:34]=[C:35]([O:38][CH3:39])[CH:36]=5)[CH:31]=[CH:30][C:29]4=[O:40])[CH2:22][CH2:21]3)C(=O)OC(C)(C)C)[N:7]=[CH:6][C:5]=2[O:4][CH2:3][CH2:2]1.[ClH:41], predict the reaction product. The product is: [ClH:41].[O:1]1[C:10]2[CH:9]=[C:8]([CH2:11][NH:12][CH:20]3[CH2:21][CH2:22][N:23]([CH2:26][CH2:27][N:28]4[C:37]5[C:32](=[CH:33][CH:34]=[C:35]([O:38][CH3:39])[CH:36]=5)[CH:31]=[CH:30][C:29]4=[O:40])[CH2:24][CH2:25]3)[N:7]=[CH:6][C:5]=2[O:4][CH2:3][CH2:2]1. (3) Given the reactants CC(C)([O-])C.[K+].[F:7][C:8]1[CH:18]=[CH:17][C:11]2[NH:12][C:13](=O)[CH2:14][O:15][C:10]=2[C:9]=1[CH2:19][CH2:20][N:21]1[CH2:26][CH2:25][N:24]([C:27]2[CH:36]=[CH:35][CH:34]=[C:33]3[C:28]=2[CH:29]=[CH:30][C:31]([CH3:37])=[N:32]3)[CH2:23][CH2:22]1.P(Cl)(OCC)(OCC)=O.[N+:47]([CH2:49][C:50]([O:52][CH2:53][CH3:54])=[O:51])#[C-:48].[K].[O-]CCCC, predict the reaction product. The product is: [F:7][C:8]1[CH:18]=[CH:17][C:11]2[N:12]3[CH:48]=[N:47][C:49]([C:50]([O:52][CH2:53][CH3:54])=[O:51])=[C:13]3[CH2:14][O:15][C:10]=2[C:9]=1[CH2:19][CH2:20][N:21]1[CH2:26][CH2:25][N:24]([C:27]2[CH:36]=[CH:35][CH:34]=[C:33]3[C:28]=2[CH:29]=[CH:30][C:31]([CH3:37])=[N:32]3)[CH2:23][CH2:22]1. (4) Given the reactants [CH3:1][C:2]1[N:3]([CH2:19][C:20]([O:22][CH3:23])=[O:21])[C:4]2[C:9]([C:10]=1[CH2:11][C:12]1[CH:17]=[CH:16][C:15](=[O:18])[NH:14][CH:13]=1)=[CH:8][CH:7]=[CH:6][CH:5]=2.C(=O)([O-])[O-].[K+].[K+].[F:30][C:31]1[CH:38]=[C:37]([F:39])[CH:36]=[CH:35][C:32]=1[CH2:33]Br, predict the reaction product. The product is: [F:30][C:31]1[CH:38]=[C:37]([F:39])[CH:36]=[CH:35][C:32]=1[CH2:33][N:14]1[C:15](=[O:18])[CH:16]=[CH:17][C:12]([CH2:11][C:10]2[C:9]3[C:4](=[CH:5][CH:6]=[CH:7][CH:8]=3)[N:3]([CH2:19][C:20]([O:22][CH3:23])=[O:21])[C:2]=2[CH3:1])=[CH:13]1. (5) Given the reactants COC(=O)C1C=CC=C(N[C:11](=[O:38])[CH2:12][N:13]2[N:19]=[C:18]([CH:20]3[CH2:25][CH2:24][CH2:23][CH2:22][CH2:21]3)[C:17]3[CH:26]=[CH:27][CH:28]=[CH:29][C:16]=3[N:15]([CH2:30][C:31](=[O:36])[C:32]([CH3:35])([CH3:34])[CH3:33])[C:14]2=[O:37])C=1.[CH2:40]([O:42]C(=O)CN1C2C(=C(N)C=CC=2)C=C1)[CH3:41], predict the reaction product. The product is: [CH2:40]([O:42][C:11](=[O:38])[CH2:12][N:13]1[N:19]=[C:18]([CH:20]2[CH2:21][CH2:22][CH2:23][CH2:24][CH2:25]2)[C:17]2[CH:26]=[CH:27][CH:28]=[CH:29][C:16]=2[N:15]([CH2:30][C:31](=[O:36])[C:32]([CH3:34])([CH3:33])[CH3:35])[C:14]1=[O:37])[CH3:41].